Dataset: Forward reaction prediction with 1.9M reactions from USPTO patents (1976-2016). Task: Predict the product of the given reaction. (1) Given the reactants [H-].[Na+].[CH3:3][C:4]1([CH3:34])[O:9][C:8]2[CH:10]=[CH:11][C:12]([C@H:14]3[O:18][C:17](=[O:19])[N:16]([CH2:20][CH2:21][C:22]4[CH:33]=[CH:32][C:25]5[O:26][CH2:27][C@@H:28]([CH2:30][OH:31])[O:29][C:24]=5[CH:23]=4)[CH2:15]3)=[CH:13][C:7]=2[CH2:6][O:5]1.Cl.[Cl:36][C:37]1[C:42]([CH2:43]Cl)=[CH:41][CH:40]=[C:39]([Cl:45])[N:38]=1.P([O-])([O-])([O-])=O, predict the reaction product. The product is: [Cl:36][C:37]1[C:42]([CH2:43][O:31][CH2:30][C@@H:28]2[CH2:27][O:26][C:25]3[CH:32]=[CH:33][C:22]([CH2:21][CH2:20][N:16]4[CH2:15][CH:14]([C:12]5[CH:11]=[CH:10][C:8]6[O:9][C:4]([CH3:34])([CH3:3])[O:5][CH2:6][C:7]=6[CH:13]=5)[O:18][C:17]4=[O:19])=[CH:23][C:24]=3[O:29]2)=[CH:41][CH:40]=[C:39]([Cl:45])[N:38]=1. (2) Given the reactants Br[C:2]1[CH:7]=[CH:6][C:5]([C:8]([N:10]2[CH2:15][CH2:14][N:13]([C:16]3[CH:21]=[CH:20][C:19]([CH3:22])=[CH:18][C:17]=3[CH3:23])[CH2:12][CH2:11]2)=[O:9])=[CH:4][CH:3]=1.[OH:24][CH2:25][C@H:26]1[NH:30][C:29](=[O:31])[CH2:28][CH2:27]1, predict the reaction product. The product is: [CH3:23][C:17]1[CH:18]=[C:19]([CH3:22])[CH:20]=[CH:21][C:16]=1[N:13]1[CH2:14][CH2:15][N:10]([C:8]([C:5]2[CH:6]=[CH:7][C:2]([N:30]3[C@H:26]([CH2:25][OH:24])[CH2:27][CH2:28][C:29]3=[O:31])=[CH:3][CH:4]=2)=[O:9])[CH2:11][CH2:12]1. (3) Given the reactants [C:1]([NH2:7])(=[O:6])[C:2]([CH3:5])([CH3:4])[CH3:3].[Cl:8][CH2:9][C:10](=O)[CH2:11]Cl.[OH-].[Na+], predict the reaction product. The product is: [C:2]([C:1]1[O:6][CH:11]=[C:10]([CH2:9][Cl:8])[N:7]=1)([CH3:5])([CH3:4])[CH3:3]. (4) Given the reactants [OH:1][CH2:2][CH2:3][N:4]([CH2:35][CH2:36][OH:37])[C:5]1[CH:10]=[CH:9][C:8]([NH:11][C:12]2[C:17](=[O:18])[C:16]([CH3:19])=[C:15]([OH:20])/[C:14](=[N:21]\[C:22]3[CH:27]=[CH:26][C:25]([N:28]([CH2:32][CH2:33][OH:34])[CH2:29][CH2:30][OH:31])=[CH:24][CH:23]=3)/[CH:13]=2)=[CH:7][CH:6]=1.S(S([O-])=O)([O-])=O.[Na+].[Na+], predict the reaction product. The product is: [OH:1][CH2:2][CH2:3][N:4]([CH2:35][CH2:36][OH:37])[C:5]1[CH:10]=[CH:9][C:8]([NH:11][C:12]2[CH:13]=[C:14]([NH:21][C:22]3[CH:27]=[CH:26][C:25]([N:28]([CH2:29][CH2:30][OH:31])[CH2:32][CH2:33][OH:34])=[CH:24][CH:23]=3)[C:15]([OH:20])=[C:16]([CH3:19])[C:17]=2[OH:18])=[CH:7][CH:6]=1. (5) Given the reactants S1[C:6]2[CH:7]=[CH:8][CH:9]=[CH:10][C:5]=2[C:4]([C:11]2[CH:20]=[CH:19][C:14]([C:15]([O:17][CH3:18])=[O:16])=[CH:13][CH:12]=2)=[CH:3][CH2:2]1.O[O:22][S:23]([O-:25])=O.[K+].[OH-].[Na+], predict the reaction product. The product is: [O:22]=[S:23]1(=[O:25])[C:10]2[CH:9]=[CH:8][CH:7]=[CH:6][C:5]=2[C:4]([C:11]2[CH:12]=[CH:13][C:14]([C:15]([O:17][CH3:18])=[O:16])=[CH:19][CH:20]=2)=[CH:3][CH2:2]1. (6) Given the reactants Br[CH2:2][CH2:3][CH2:4][O:5][C:6]1[CH:7]=[CH:8][C:9]2[C:13]([C:14]3[CH:19]=[CH:18][C:17]([F:20])=[CH:16][CH:15]=3)=[CH:12][S:11][C:10]=2[CH:21]=1.[CH3:22][NH:23][CH2:24][CH2:25][OH:26], predict the reaction product. The product is: [F:20][C:17]1[CH:18]=[CH:19][C:14]([C:13]2[C:9]3[CH:8]=[CH:7][C:6]([O:5][CH2:4][CH2:3][CH2:2][N:23]([CH3:22])[CH2:24][CH2:25][OH:26])=[CH:21][C:10]=3[S:11][CH:12]=2)=[CH:15][CH:16]=1.